From a dataset of hERG potassium channel inhibition data for cardiac toxicity prediction from Karim et al.. Regression/Classification. Given a drug SMILES string, predict its toxicity properties. Task type varies by dataset: regression for continuous values (e.g., LD50, hERG inhibition percentage) or binary classification for toxic/non-toxic outcomes (e.g., AMES mutagenicity, cardiotoxicity, hepatotoxicity). Dataset: herg_karim. (1) The result is 1 (blocker). The compound is COc1cc2c(cc1OC)[C@H](C[C@H](O)c1ccc(Cl)cc1)N(C)CC2. (2) The drug is N[C@H](C(=O)N1CCCC1)[C@H]1CC[C@H](NS(=O)(=O)c2ccc(OC(F)(F)F)cc2)CC1. The result is 1 (blocker).